Dataset: Cav3 T-type calcium channel HTS with 100,875 compounds. Task: Binary Classification. Given a drug SMILES string, predict its activity (active/inactive) in a high-throughput screening assay against a specified biological target. The molecule is O1CCN(CC1)c1ccc(cc1)/C(=N\NC(=O)c1ccccc1)C. The result is 0 (inactive).